From a dataset of Reaction yield outcomes from USPTO patents with 853,638 reactions. Predict the reaction yield, written as a fraction of the theoretical maximum amount of product (1.0 means a 100% yield; for example, 0.34 means a 34% yield). The reactants are [CH3:1][C:2]1([C:18]([O:20][CH2:21][CH3:22])=[O:19])[CH2:7][CH2:6][CH2:5][N:4](C(OCC2C=CC=CC=2)=O)[CH2:3]1. The catalyst is C(OCC)(=O)C.CO.[Pd]. The product is [CH3:1][C:2]1([C:18]([O:20][CH2:21][CH3:22])=[O:19])[CH2:7][CH2:6][CH2:5][NH:4][CH2:3]1. The yield is 0.910.